Dataset: Full USPTO retrosynthesis dataset with 1.9M reactions from patents (1976-2016). Task: Predict the reactants needed to synthesize the given product. (1) The reactants are: [C:1]([S:5]([CH2:8][C@@H:9]([N:12]1[C@H:17]([C:18]2[CH:23]=[CH:22][C:21]([Cl:24])=[CH:20][CH:19]=2)[C@@H:16]([C:25]2[CH:30]=[CH:29][CH:28]=[C:27]([Cl:31])[CH:26]=2)[O:15][C@H:14]([CH2:32][C:33]([NH2:35])=O)[C:13]1=[O:36])[CH2:10][CH3:11])(=[O:7])=[O:6])([CH3:4])([CH3:3])[CH3:2].C(S(C[C@@H](N1[C@H](C2C=CC(Cl)=CC=2)[C@@H](C2C=CC=C(Cl)C=2)O[C@H](CC(O)=O)C1=O)CC)(=O)=O)(C)(C)C. Given the product [C:1]([S:5]([CH2:8][C@@H:9]([N:12]1[C@H:17]([C:18]2[CH:23]=[CH:22][C:21]([Cl:24])=[CH:20][CH:19]=2)[C@@H:16]([C:25]2[CH:30]=[CH:29][CH:28]=[C:27]([Cl:31])[CH:26]=2)[O:15][C@H:14]([CH2:32][C:33]#[N:35])[C:13]1=[O:36])[CH2:10][CH3:11])(=[O:7])=[O:6])([CH3:2])([CH3:3])[CH3:4], predict the reactants needed to synthesize it. (2) Given the product [C:1]([O:5][C:6](=[O:23])[NH:7][CH:8]([C:15]1[CH:20]=[CH:19][C:18]([CH3:21])=[C:17]([F:22])[CH:16]=1)[C:9]([C:25]1[CH:38]=[CH:37][C:28]([O:29][Si:30]([C:33]([CH3:36])([CH3:35])[CH3:34])([CH3:31])[CH3:32])=[CH:27][CH:26]=1)=[O:14])([CH3:2])([CH3:3])[CH3:4], predict the reactants needed to synthesize it. The reactants are: [C:1]([O:5][C:6](=[O:23])[NH:7][CH:8]([C:15]1[CH:20]=[CH:19][C:18]([CH3:21])=[C:17]([F:22])[CH:16]=1)[C:9](=[O:14])N(OC)C)([CH3:4])([CH3:3])[CH3:2].Br[C:25]1[CH:38]=[CH:37][C:28]([O:29][Si:30]([C:33]([CH3:36])([CH3:35])[CH3:34])([CH3:32])[CH3:31])=[CH:27][CH:26]=1. (3) Given the product [CH3:1][C:2]1[CH:3]=[CH:4][C:5]([C:21]([NH:23][C:24]2[CH:25]=[C:26]([C:36]([F:38])([F:39])[F:37])[CH:27]=[C:28]([N:30]3[CH:34]=[N:33][C:32]([CH3:35])=[CH:31]3)[CH:29]=2)=[O:22])=[CH:6][C:7]=1[NH:8][C:9]1[N:10]=[CH:11][CH:12]=[C:13]([C:15]2[CH:16]=[CH:17][CH:18]=[N:19][CH:20]=2)[N:14]=1.[CH:40]([O-:42])=[O:41], predict the reactants needed to synthesize it. The reactants are: [CH3:1][C:2]1[CH:3]=[CH:4][C:5]([C:21]([NH:23][C:24]2[CH:25]=[C:26]([C:36]([F:39])([F:38])[F:37])[CH:27]=[C:28]([N:30]3[CH:34]=[N:33][C:32]([CH3:35])=[CH:31]3)[CH:29]=2)=[O:22])=[CH:6][C:7]=1[NH:8][C:9]1[N:10]=[CH:11][CH:12]=[C:13]([C:15]2[CH:16]=[CH:17][CH:18]=[N:19][CH:20]=2)[N:14]=1.[CH:40]([OH:42])=[O:41]. (4) Given the product [O:24]=[S:23]1(=[O:25])[C:16]2[CH:17]=[CH:18][C:19]([OH:21])=[CH:20][C:15]=2[N:14]2[CH2:7][CH2:2][CH2:3][CH:4]2[NH:26]1, predict the reactants needed to synthesize it. The reactants are: N[C:2]1[CH:7]=CC(OC)=[CH:4][C:3]=1S(N)(=O)=O.[NH2:14][C:15]1[CH:20]=[C:19]([O:21]C)[CH:18]=[CH:17][C:16]=1[S:23]([NH2:26])(=[O:25])=[O:24]. (5) Given the product [C:10]([NH:9][C:4]1[CH:5]=[CH:6][C:7]([CH3:8])=[C:2]([C:23]2[CH2:28][CH2:27][N:26]([C:29]([O:31][C:32]([CH3:35])([CH3:34])[CH3:33])=[O:30])[CH2:25][CH:24]=2)[CH:3]=1)(=[O:14])[CH:11]([CH3:13])[CH3:12], predict the reactants needed to synthesize it. The reactants are: Br[C:2]1[CH:3]=[C:4]([NH:9][C:10](=[O:14])[CH:11]([CH3:13])[CH3:12])[CH:5]=[CH:6][C:7]=1[CH3:8].CC1(C)C(C)(C)OB([C:23]2[CH2:24][CH2:25][N:26]([C:29]([O:31][C:32]([CH3:35])([CH3:34])[CH3:33])=[O:30])[CH2:27][CH:28]=2)O1.